From a dataset of Full USPTO retrosynthesis dataset with 1.9M reactions from patents (1976-2016). Predict the reactants needed to synthesize the given product. (1) Given the product [C:1]1([C:21]2[CH:26]=[CH:25][CH:24]=[CH:23][CH:22]=2)[CH:2]=[CH:3][C:4]([C:7]([N:9]2[CH2:13][C:12](=[N:14][O:15][CH3:16])[CH2:11][C@H:10]2[C:17]2[N:18]=[C:31]([CH2:30][NH:29][CH:27]=[O:28])[O:20][N:19]=2)=[O:8])=[CH:5][CH:6]=1, predict the reactants needed to synthesize it. The reactants are: [C:1]1([C:21]2[CH:26]=[CH:25][CH:24]=[CH:23][CH:22]=2)[CH:6]=[CH:5][C:4]([C:7]([N:9]2[CH2:13][C:12](=[N:14][O:15][CH3:16])[CH2:11][C@H:10]2[C:17](=[N:19][OH:20])[NH2:18])=[O:8])=[CH:3][CH:2]=1.[CH:27]([NH:29][CH2:30][C:31](O)=O)=[O:28]. (2) Given the product [CH2:7]([C:5]1[N:6]=[C:2]([NH2:1])[S:3][C:4]=1[C:9]1[N:25]=[C:23]([NH:22][C:17]2[CH:18]=[CH:19][CH:20]=[CH:21][C:16]=2[O:15][CH3:14])[S:24][C:10]=1[CH3:11])[CH3:8], predict the reactants needed to synthesize it. The reactants are: [NH2:1][C:2]1[S:3][C:4]([C:9](=O)[CH:10](Br)[CH3:11])=[C:5]([CH2:7][CH3:8])[N:6]=1.[CH3:14][O:15][C:16]1[CH:21]=[CH:20][CH:19]=[CH:18][C:17]=1[NH:22][C:23]([NH2:25])=[S:24].